Predict which catalyst facilitates the given reaction. From a dataset of Catalyst prediction with 721,799 reactions and 888 catalyst types from USPTO. (1) Reactant: C([O:4][CH2:5][C@H:6]1[CH2:11][C@@H:10]([OH:12])[CH2:9][CH2:8][C@@:7]1([C@H:14]1[CH2:22][CH2:21][C@@:20]2([CH3:23])[C@@H:16]([CH2:17][CH2:18][C@@:19]2([OH:29])[C:24]2[S:25][CH:26]=[CH:27][N:28]=2)[C@@H:15]1[CH2:30][NH2:31])[CH3:13])(=O)C.C(=O)([O-])[O-].[K+].[K+]. Product: [NH2:31][CH2:30][C@@H:15]1[C@@H:14]([C@@:7]2([CH3:13])[CH2:8][CH2:9][C@H:10]([OH:12])[CH2:11][C@@H:6]2[CH2:5][OH:4])[CH2:22][CH2:21][C@@:20]2([CH3:23])[C@H:16]1[CH2:17][CH2:18][C@:19]2([C:24]1[S:25][CH:26]=[CH:27][N:28]=1)[OH:29]. The catalyst class is: 5. (2) Reactant: [Li+].C[Si]([N-][Si](C)(C)C)(C)C.[Br-].[Br:12][CH2:13][P+](C1C=CC=CC=1)(C1C=CC=CC=1)C1C=CC=CC=1.[C:33]([O:37][C:38]([N:40]1[CH2:45][CH2:44][C:43](=O)[CH2:42][CH2:41]1)=[O:39])([CH3:36])([CH3:35])[CH3:34]. Product: [C:33]([O:37][C:38]([N:40]1[CH2:45][CH2:44][C:43](=[CH:13][Br:12])[CH2:42][CH2:41]1)=[O:39])([CH3:36])([CH3:35])[CH3:34]. The catalyst class is: 1.